Dataset: NCI-60 drug combinations with 297,098 pairs across 59 cell lines. Task: Regression. Given two drug SMILES strings and cell line genomic features, predict the synergy score measuring deviation from expected non-interaction effect. Drug 1: CC1C(C(CC(O1)OC2CC(CC3=C2C(=C4C(=C3O)C(=O)C5=C(C4=O)C(=CC=C5)OC)O)(C(=O)CO)O)N)O.Cl. Drug 2: CC1=C(C(=O)C2=C(C1=O)N3CC4C(C3(C2COC(=O)N)OC)N4)N. Cell line: SR. Synergy scores: CSS=88.2, Synergy_ZIP=6.36, Synergy_Bliss=5.66, Synergy_Loewe=6.30, Synergy_HSA=9.78.